This data is from Experimentally validated miRNA-target interactions with 360,000+ pairs, plus equal number of negative samples. The task is: Binary Classification. Given a miRNA mature sequence and a target amino acid sequence, predict their likelihood of interaction. (1) The miRNA is hsa-miR-4708-5p with sequence AGAGAUGCCGCCUUGCUCCUU. The protein sequence of the target gene is MADFDDRVSDEEKVRIAAKFITHAPPGEFNEVFNDVRLLLNNDNLLREGAAHAFAQYNMDQFTPVKIEGYEDQVLITEHGDLGNSRFLDPRNKISFKFDHLRKEASDPQPEEADGGLKSWRESCDSALRAYVKDHYSNGFCTVYAKTIDGQQTIIACIESHQFQPKNFWNGRWRSEWKFTITPPTAQVVGVLKIQVHYYEDGNVQLVSHKDVQDSLTVSNEAQTAKEFIKIIENAENEYQTAISENYQTMSDTTFKALRRQLPVTRTKIDWNKILSYKIGKEMQNA. Result: 0 (no interaction). (2) The miRNA is hsa-miR-3921 with sequence UCUCUGAGUACCAUAUGCCUUGU. The protein sequence of the target gene is MGEGDAFWAPSVLPHSTLSTLSHHPQPQFGRRMESKVSEGGLNVTLTIRLLMHGKEVGSIIGKKGETVKKMREESGARINISEGNCPERIVTITGPTDAIFKAFAMIAYKFEEDIINSMSNSPATSKPPVTLRLVVPASQCGSLIGKGGSKIKEIRESTGAQVQVAGDMLPNSTERAVTISGTPDAIIQCVKQICVVMLESPPKGATIPYRPKPASTPVIFAGGQAYTIQGQYAIPHPDQLTKLHQLAMQQTPFPPLGQTNPAFPGEKLPLHSSEEAQNLMGQSSGLDASPPASTHELTI.... Result: 0 (no interaction). (3) The miRNA is mmu-miR-129-1-3p with sequence AAGCCCUUACCCCAAAAAGUAU. The protein sequence of the target gene is MSLVIKNLQRVVPIRRVPLRRKMDLVRSILGVKKFDLGIICVDNKTIQNINRIYRNKNVPTDVLSFSFHENLKAGEFPQPHSPDDYNLGDIFLGVEYILQHCRESEDYCDVLTVTATHGLCHLLGFTHSSKAEWQKMYNQEKLVLEELSRYTGARLQPLSRGLY. Result: 1 (interaction). (4) The miRNA is hsa-miR-377-5p with sequence AGAGGUUGCCCUUGGUGAAUUC. The protein sequence of the target gene is MNTVLSRANSLFAFSLSVMAALTFGCFITTAFKDRSVPVRLHVSRIMLKNVEDFTGPRERSDLGFITFDITADLENIFDWNVKQLFLYLSAEYSTKNNALNQVVLWDKIVLRGDNPKLLLKDMKTKYFFFDDGNGLKGNRNVTLTLSWNVVPNAGILPLVTGSGHVSVPFPDTYEITKSY. Result: 1 (interaction).